This data is from Forward reaction prediction with 1.9M reactions from USPTO patents (1976-2016). The task is: Predict the product of the given reaction. (1) Given the reactants [C:1]([C:5]1[CH:6]=[C:7]2[C:12](=[O:13])[O:11][C:9](=O)[C:8]2=[CH:14][CH:15]=1)([CH3:4])([CH3:3])[CH3:2].[Br:16][C:17]1[C:18]([CH3:24])=[C:19]([CH:21]=[CH:22][CH:23]=1)[NH2:20], predict the reaction product. The product is: [Br:16][C:17]1[C:18]([CH3:24])=[C:19]([N:20]2[C:12](=[O:13])[C:7]3[C:8](=[CH:14][CH:15]=[C:5]([C:1]([CH3:2])([CH3:3])[CH3:4])[CH:6]=3)[C:9]2=[O:11])[CH:21]=[CH:22][CH:23]=1. (2) The product is: [NH2:1][C@H:2]([C:4]1[CH:21]=[C:20]([Cl:22])[CH:19]=[CH:18][C:5]=1[CH2:6][N:7]1[C:12]2[CH:13]=[CH:14][NH:15][C:11]=2[C:10](=[O:16])[NH:9][C:8]1=[S:17])[CH3:3]. Given the reactants [NH2:1][CH:2]([C:4]1[CH:21]=[C:20]([Cl:22])[CH:19]=[CH:18][C:5]=1[CH2:6][N:7]1[C:12]2[CH:13]=[CH:14][NH:15][C:11]=2[C:10](=[O:16])[NH:9][C:8]1=[S:17])[CH3:3].CCCCCCC, predict the reaction product.